This data is from NCI-60 drug combinations with 297,098 pairs across 59 cell lines. The task is: Regression. Given two drug SMILES strings and cell line genomic features, predict the synergy score measuring deviation from expected non-interaction effect. (1) Drug 1: C1=C(C(=O)NC(=O)N1)F. Drug 2: CC(C)CN1C=NC2=C1C3=CC=CC=C3N=C2N. Cell line: A549. Synergy scores: CSS=46.9, Synergy_ZIP=4.78, Synergy_Bliss=-1.03, Synergy_Loewe=-2.68, Synergy_HSA=-1.59. (2) Drug 1: C1C(C(OC1N2C=NC3=C(N=C(N=C32)Cl)N)CO)O. Drug 2: CCC1=C2CN3C(=CC4=C(C3=O)COC(=O)C4(CC)O)C2=NC5=C1C=C(C=C5)O. Cell line: NCI/ADR-RES. Synergy scores: CSS=46.1, Synergy_ZIP=-2.88, Synergy_Bliss=-4.33, Synergy_Loewe=-3.13, Synergy_HSA=-0.806. (3) Drug 1: CC1=C2C(C(=O)C3(C(CC4C(C3C(C(C2(C)C)(CC1OC(=O)C(C(C5=CC=CC=C5)NC(=O)OC(C)(C)C)O)O)OC(=O)C6=CC=CC=C6)(CO4)OC(=O)C)O)C)O. Drug 2: CC1=C(N=C(N=C1N)C(CC(=O)N)NCC(C(=O)N)N)C(=O)NC(C(C2=CN=CN2)OC3C(C(C(C(O3)CO)O)O)OC4C(C(C(C(O4)CO)O)OC(=O)N)O)C(=O)NC(C)C(C(C)C(=O)NC(C(C)O)C(=O)NCCC5=NC(=CS5)C6=NC(=CS6)C(=O)NCCC[S+](C)C)O. Cell line: NCI-H460. Synergy scores: CSS=46.5, Synergy_ZIP=-3.15, Synergy_Bliss=-2.86, Synergy_Loewe=1.25, Synergy_HSA=1.77. (4) Drug 1: C(CCl)NC(=O)N(CCCl)N=O. Drug 2: COCCOC1=C(C=C2C(=C1)C(=NC=N2)NC3=CC=CC(=C3)C#C)OCCOC.Cl. Cell line: SK-MEL-28. Synergy scores: CSS=4.88, Synergy_ZIP=-2.43, Synergy_Bliss=-4.40, Synergy_Loewe=1.11, Synergy_HSA=-3.58.